From a dataset of Full USPTO retrosynthesis dataset with 1.9M reactions from patents (1976-2016). Predict the reactants needed to synthesize the given product. (1) Given the product [CH2:13]([Si:12]([CH2:17][CH3:18])([CH2:15][CH3:16])[C:5]1[S:1][C:2]([C:6]2[CH:11]=[CH:10][CH:9]=[CH:8][N:7]=2)=[CH:3][CH:4]=1)[CH3:14], predict the reactants needed to synthesize it. The reactants are: [S:1]1[CH:5]=[CH:4][CH:3]=[C:2]1[C:6]1[CH:11]=[CH:10][CH:9]=[CH:8][N:7]=1.[SiH:12]([CH2:17][CH3:18])([CH2:15][CH3:16])[CH2:13][CH3:14]. (2) Given the product [CH3:21][O:22][C:23](=[O:32])[C:24]1[CH:29]=[CH:28][C:27]([CH2:30][N:9]2[CH:8]([C:3]3[C:2]([CH3:1])=[CH:7][CH:6]=[CH:5][N:4]=3)[CH2:13][CH2:12][CH2:11][CH:10]2[C:14]2[C:19]([CH3:20])=[CH:18][CH:17]=[CH:16][N:15]=2)=[CH:26][CH:25]=1, predict the reactants needed to synthesize it. The reactants are: [CH3:1][C:2]1[C:3]([CH:8]2[CH2:13][CH2:12][CH2:11][CH:10]([C:14]3[C:19]([CH3:20])=[CH:18][CH:17]=[CH:16][N:15]=3)[NH:9]2)=[N:4][CH:5]=[CH:6][CH:7]=1.[CH3:21][O:22][C:23](=[O:32])[C:24]1[CH:29]=[CH:28][C:27]([CH2:30]Br)=[CH:26][CH:25]=1.CCN(C(C)C)C(C)C. (3) Given the product [C:28]([C:32]1[CH:33]=[C:34]([CH:37]=[CH:38][CH:39]=1)[CH2:35][NH:2][C@@H:3]1[C@@H:8]([OH:9])[C@H:7]([CH2:10][C:11]2[CH:16]=[CH:15][C:14]([N+:17]([O-:19])=[O:18])=[C:13]([F:20])[CH:12]=2)[CH2:6][S:5](=[O:22])(=[O:21])[CH2:4]1)([CH3:31])([CH3:29])[CH3:30], predict the reactants needed to synthesize it. The reactants are: Cl.[NH2:2][C@@H:3]1[C@@H:8]([OH:9])[C@H:7]([CH2:10][C:11]2[CH:16]=[CH:15][C:14]([N+:17]([O-:19])=[O:18])=[C:13]([F:20])[CH:12]=2)[CH2:6][S:5](=[O:22])(=[O:21])[CH2:4]1.CC([O-])=O.[Na+].[C:28]([C:32]1[CH:33]=[C:34]([CH:37]=[CH:38][CH:39]=1)[CH:35]=O)([CH3:31])([CH3:30])[CH3:29].[BH3-]C#N.[Na+].Cl.C([O-])([O-])=O.[K+].[K+]. (4) Given the product [N:80]1([C:2]2[S:10][C:9]3[S:8](=[O:12])(=[O:11])[N:7]([CH2:13][O:14][CH2:15][CH2:16][Si:17]([CH3:20])([CH3:19])[CH3:18])[CH2:6][C:5]([C:22]4[CH:31]=[CH:30][C:29]5[C:24](=[CH:25][CH:26]=[CH:27][CH:28]=5)[CH:23]=4)([OH:21])[C:4]=3[CH:3]=2)[CH2:85][CH2:84][O:83][CH2:82][CH2:81]1, predict the reactants needed to synthesize it. The reactants are: Cl[C:2]1[S:10][C:9]2[S:8](=[O:12])(=[O:11])[N:7]([CH2:13][O:14][CH2:15][CH2:16][Si:17]([CH3:20])([CH3:19])[CH3:18])[CH2:6][C:5]([C:22]3[CH:31]=[CH:30][C:29]4[C:24](=[CH:25][CH:26]=[CH:27][CH:28]=4)[CH:23]=3)([OH:21])[C:4]=2[CH:3]=1.C1(P(C2C=CC=CC=2)C2C3OC4C(=CC=CC=4P(C4C=CC=CC=4)C4C=CC=CC=4)C(C)(C)C=3C=CC=2)C=CC=CC=1.C(=O)([O-])[O-].[Cs+].[Cs+].[NH:80]1[CH2:85][CH2:84][O:83][CH2:82][CH2:81]1. (5) Given the product [C:16]([O:15][C:13]([CH2:12][O:1][C:2]1[CH:7]=[CH:6][C:5]([CH2:8][CH2:9][OH:10])=[CH:4][CH:3]=1)=[O:14])([CH3:19])([CH3:18])[CH3:17], predict the reactants needed to synthesize it. The reactants are: [OH:1][C:2]1[CH:7]=[CH:6][C:5]([CH2:8][CH2:9][OH:10])=[CH:4][CH:3]=1.Br[CH2:12][C:13]([O:15][C:16]([CH3:19])([CH3:18])[CH3:17])=[O:14].C(=O)([O-])[O-].[K+].[K+]. (6) Given the product [Br:24][C:3]1[C:2]([OH:1])=[CH:11][CH:10]=[C:9]2[C:4]=1[CH2:5][CH2:6][C@H:7]([C@@:12]1([CH3:18])[CH2:16][O:15][C:14](=[O:17])[NH:13]1)[CH2:8]2, predict the reactants needed to synthesize it. The reactants are: [OH:1][C:2]1[CH:3]=[C:4]2[C:9](=[CH:10][CH:11]=1)[CH2:8][CH:7]([C:12]1([CH3:18])[CH2:16][O:15][C:14](=[O:17])[NH:13]1)[CH2:6][CH2:5]2.CN(C)C=O.[Br:24]N1C(=O)CCC1=O. (7) Given the product [CH2:1]([O:4][C:5]1([CH3:35])[CH2:6][CH2:7][N:8]([C:11]2[N:16]3[N:17]=[C:18]([C:20](=[O:21])[NH:42][CH2:43][C:44](=[O:53])[CH2:45][C:46]4[CH:51]=[CH:50][CH:49]=[CH:48][C:47]=4[Br:52])[CH:19]=[C:15]3[N:14]=[C:13]([CH3:23])[C:12]=2[C@H:24]([O:30][C:31]([CH3:33])([CH3:34])[CH3:32])[C:25]([O:27][CH2:28][CH3:29])=[O:26])[CH2:9][CH2:10]1)[CH:2]=[CH2:3], predict the reactants needed to synthesize it. The reactants are: [CH2:1]([O:4][C:5]1([CH3:35])[CH2:10][CH2:9][N:8]([C:11]2[N:16]3[N:17]=[C:18]([C:20](O)=[O:21])[CH:19]=[C:15]3[N:14]=[C:13]([CH3:23])[C:12]=2[C@H:24]([O:30][C:31]([CH3:34])([CH3:33])[CH3:32])[C:25]([O:27][CH2:28][CH3:29])=[O:26])[CH2:7][CH2:6]1)[CH:2]=[CH2:3].C(Cl)(=O)C(Cl)=O.[NH2:42][CH2:43][C:44](=[O:53])[CH2:45][C:46]1[CH:51]=[CH:50][CH:49]=[CH:48][C:47]=1[Br:52].Cl.CCN(C(C)C)C(C)C. (8) Given the product [C:30]1([CH:7]([C:1]2[CH:2]=[CH:3][CH:4]=[CH:5][CH:6]=2)[N:8]2[C:16]3[C:11](=[CH:12][C:13]([F:17])=[CH:14][CH:15]=3)[CH:10]([C:18]3[C:19]([OH:27])=[CH:20][C:21]4[O:25][CH2:24][CH2:23][C:22]=4[CH:26]=3)[C:9]2=[O:29])[CH:31]=[CH:32][CH:33]=[CH:34][CH:35]=1, predict the reactants needed to synthesize it. The reactants are: [C:1]1([CH:7]([C:30]2[CH:35]=[CH:34][CH:33]=[CH:32][CH:31]=2)[N:8]2[C:16]3[C:11](=[CH:12][C:13]([F:17])=[CH:14][CH:15]=3)[C:10](O)([C:18]3[C:19]([OH:27])=[CH:20][C:21]4[O:25][CH2:24][CH2:23][C:22]=4[CH:26]=3)[C:9]2=[O:29])[CH:6]=[CH:5][CH:4]=[CH:3][CH:2]=1.ClC1C=CC=C2C=1C(O)(C1C(O)=CC3OCCC=3C=1)C(=O)N2C(C1C=CC=CC=1)C1C=CC=CC=1. (9) Given the product [CH2:1]([O:8][C:9]([N:11]1[CH2:16][CH2:15][N:14]([C:17]([O:19][C:20]([CH3:22])([CH3:23])[CH3:21])=[O:18])[C@@H:13]([C:24]([OH:26])=[O:25])[CH2:12]1)=[O:10])[C:2]1[CH:3]=[CH:4][CH:5]=[CH:6][CH:7]=1, predict the reactants needed to synthesize it. The reactants are: [CH2:1]([O:8][C:9]([N:11]1[CH2:16][CH2:15][N:14]([C:17]([O:19][C:20]([CH3:23])([CH3:22])[CH3:21])=[O:18])[C@@H:13]([C:24]([O:26]CC)=[O:25])[CH2:12]1)=[O:10])[C:2]1[CH:7]=[CH:6][CH:5]=[CH:4][CH:3]=1.[OH-].[Na+]. (10) Given the product [CH2:1]([N:8]1[CH:12]2[CH2:11][CH2:10][CH:9]1[C:17](=[O:19])[NH:14][CH2:13]2)[C:2]1[CH:7]=[CH:6][CH:5]=[CH:4][CH:3]=1, predict the reactants needed to synthesize it. The reactants are: [CH2:1]([N:8]1[C:12](=[CH:13][N+:14]([O-])=O)[CH2:11][CH2:10][CH:9]1[C:17]([O:19]C)=O)[C:2]1[CH:7]=[CH:6][CH:5]=[CH:4][CH:3]=1.